Dataset: Forward reaction prediction with 1.9M reactions from USPTO patents (1976-2016). Task: Predict the product of the given reaction. (1) The product is: [CH3:17][S:18][C:2]1[CH:3]=[CH:4][C:5]([N+:14]([O-:16])=[O:15])=[C:6]([CH2:8][C:9]([O:11][CH2:12][CH3:13])=[O:10])[CH:7]=1. Given the reactants F[C:2]1[CH:3]=[CH:4][C:5]([N+:14]([O-:16])=[O:15])=[C:6]([CH2:8][C:9]([O:11][CH2:12][CH3:13])=[O:10])[CH:7]=1.[CH3:17][S-:18].[Na+].O, predict the reaction product. (2) Given the reactants [F:1][C:2]1[C:3]([C:8](N(OC)C)=[O:9])=[N:4][CH:5]=[CH:6][CH:7]=1.[CH2:14]([O:21][C:22]1[CH:27]=[CH:26][C:25]([Mg]Br)=[CH:24][CH:23]=1)[C:15]1[CH:20]=[CH:19][CH:18]=[CH:17][CH:16]=1, predict the reaction product. The product is: [CH2:14]([O:21][C:22]1[CH:27]=[CH:26][C:25]([C:8]([C:3]2[C:2]([F:1])=[CH:7][CH:6]=[CH:5][N:4]=2)=[O:9])=[CH:24][CH:23]=1)[C:15]1[CH:20]=[CH:19][CH:18]=[CH:17][CH:16]=1. (3) Given the reactants [S:1]1[C:5]2[CH:6]=[CH:7][CH:8]=[CH:9][C:4]=2[N:3]=[C:2]1[C:10]1[C:14]([NH2:15])=[CH:13][NH:12][N:11]=1.[O:16]1[CH2:21][CH2:20][CH:19]([C:22](Cl)=[O:23])[CH2:18][CH2:17]1.N1C2C=CC=CC=2N=C1C1C(NC(=O)C(C)C)=CNN=1, predict the reaction product. The product is: [S:1]1[C:5]2[CH:6]=[CH:7][CH:8]=[CH:9][C:4]=2[N:3]=[C:2]1[C:10]1[C:14]([NH:15][C:22]([CH:19]2[CH2:20][CH2:21][O:16][CH2:17][CH2:18]2)=[O:23])=[CH:13][NH:12][N:11]=1. (4) The product is: [Cl:22][CH2:16][C:12]1[CH:11]=[C:10]([CH:15]=[CH:14][CH:13]=1)[O:9][C:6]1[CH:5]=[CH:4][C:3]([C:2]([F:19])([F:18])[F:1])=[CH:8][N:7]=1. Given the reactants [F:1][C:2]([F:19])([F:18])[C:3]1[CH:4]=[CH:5][C:6]([O:9][C:10]2[CH:11]=[C:12]([CH2:16]O)[CH:13]=[CH:14][CH:15]=2)=[N:7][CH:8]=1.S(Cl)([Cl:22])=O.C1(C)C=CC=CC=1, predict the reaction product. (5) Given the reactants [F:1][C:2]1[CH:3]=[CH:4][CH:5]=[C:6]2[C:10]=1[NH:9][C:8](=[O:11])[C:7]2=[O:12].[H-].[Na+].Br[CH2:16][CH:17]([CH3:19])[CH3:18], predict the reaction product. The product is: [F:1][C:2]1[CH:3]=[CH:4][CH:5]=[C:6]2[C:10]=1[N:9]([CH2:16][CH:17]([CH3:19])[CH3:18])[C:8](=[O:11])[C:7]2=[O:12]. (6) Given the reactants [Br:1][C:2]1[CH:7]=[CH:6][C:5]([CH2:8][OH:9])=[CH:4][C:3]=1[F:10].N1C=CN=C1.[CH:16]([Si:19](Cl)([CH:23]([CH3:25])[CH3:24])[CH:20]([CH3:22])[CH3:21])([CH3:18])[CH3:17], predict the reaction product. The product is: [Br:1][C:2]1[CH:7]=[CH:6][C:5]([CH2:8][O:9][Si:19]([CH:23]([CH3:25])[CH3:24])([CH:20]([CH3:22])[CH3:21])[CH:16]([CH3:18])[CH3:17])=[CH:4][C:3]=1[F:10].